From a dataset of Full USPTO retrosynthesis dataset with 1.9M reactions from patents (1976-2016). Predict the reactants needed to synthesize the given product. Given the product [Cl:20][C:11]1[CH:10]=[C:9](/[CH:8]=[C:4]2/[C:5](=[O:7])[N:6]3[CH:22]=[C:23]([C:25]4[CH:29]=[CH:28][S:27][CH:26]=4)[N:1]=[C:2]3[S:3]/2)[CH:14]=[C:13]([O:15][CH2:16][CH2:17][CH3:18])[C:12]=1[OH:19], predict the reactants needed to synthesize it. The reactants are: [NH2:1][C:2]1[S:3]/[C:4](=[CH:8]\[C:9]2[CH:14]=[C:13]([O:15][CH2:16][CH2:17][CH3:18])[C:12]([OH:19])=[C:11]([Cl:20])[CH:10]=2)/[C:5](=[O:7])[N:6]=1.Br[CH2:22][C:23]([C:25]1[CH:29]=[CH:28][S:27][CH:26]=1)=O.